Dataset: Catalyst prediction with 721,799 reactions and 888 catalyst types from USPTO. Task: Predict which catalyst facilitates the given reaction. (1) Reactant: CS(O[CH2:6][CH2:7][C:8]1[CH:13]=[CH:12][C:11]([C:14]2[CH:19]=[CH:18][CH:17]=[C:16]([N:20]3[C:25]4[N:26]=[CH:27][C:28]([F:30])=[CH:29][C:24]=4[C:23](=[O:31])[N:22]([C@H:32]4[CH2:37][CH2:36][C@@H:35]([NH:38][C:39]([C:41]5[N:42]=[C:43]6[CH:48]=[CH:47][C:46]([F:49])=[CH:45][N:44]6[CH:50]=5)=[O:40])[CH2:34][CH2:33]4)[C:21]3=[O:51])[CH:15]=2)=[CH:10][CH:9]=1)(=O)=O.[CH:52]([NH2:55])([CH3:54])[CH3:53].C(=O)([O-])[O-].[K+].[K+].O. Product: [F:49][C:46]1[CH:47]=[CH:48][C:43]2[N:44]([CH:50]=[C:41]([C:39]([NH:38][C@H:35]3[CH2:36][CH2:37][C@@H:32]([N:22]4[C:23](=[O:31])[C:24]5[CH:29]=[C:28]([F:30])[CH:27]=[N:26][C:25]=5[N:20]([C:16]5[CH:15]=[C:14]([C:11]6[CH:12]=[CH:13][C:8]([CH2:7][CH2:6][NH:55][CH:52]([CH3:54])[CH3:53])=[CH:9][CH:10]=6)[CH:19]=[CH:18][CH:17]=5)[C:21]4=[O:51])[CH2:33][CH2:34]3)=[O:40])[N:42]=2)[CH:45]=1. The catalyst class is: 10. (2) Reactant: [CH2:1]([O:8][C:9](=[O:14])[NH:10][CH2:11][CH2:12]Br)[C:2]1[CH:7]=[CH:6][CH:5]=[CH:4][CH:3]=1.[C:15]1([C:21]2([C:26]3[CH:31]=[CH:30][CH:29]=[CH:28][CH:27]=3)[CH2:25][CH2:24][NH:23][CH2:22]2)[CH:20]=[CH:19][CH:18]=[CH:17][CH:16]=1.CCN(C(C)C)C(C)C. Product: [CH2:1]([O:8][C:9](=[O:14])[NH:10][CH2:11][CH2:12][N:23]1[CH2:24][CH2:25][C:21]([C:26]2[CH:31]=[CH:30][CH:29]=[CH:28][CH:27]=2)([C:15]2[CH:20]=[CH:19][CH:18]=[CH:17][CH:16]=2)[CH2:22]1)[C:2]1[CH:7]=[CH:6][CH:5]=[CH:4][CH:3]=1. The catalyst class is: 1. (3) The catalyst class is: 35. Product: [Br:1][C:2]1[CH:3]=[C:4]([CH:14]=[CH:15][CH:16]=1)/[CH:5]=[CH:38]/[C:39]1[CH:40]=[N:41][CH:42]=[CH:43][CH:44]=1. Reactant: [Br:1][C:2]1[CH:3]=[C:4]([CH:14]=[CH:15][CH:16]=1)[CH2:5]P(=O)(OCC)OCC.C[O-].[Na+].C1OCCOCCOCCOCCOCCOC1.[CH:38](=O)[C:39]1[CH:44]=[CH:43][CH:42]=[N:41][CH:40]=1. (4) Reactant: C1C=CC(P(C2C=CC=CC=2)C2C=CC=CC=2)=CC=1.CC(OC(/N=N/C(OC(C)C)=O)=O)C.O[CH2:35][C@@H:36]1[C@H:41]([CH3:42])[CH2:40][CH2:39][CH2:38][N:37]1[C:43]([O:45][CH2:46][C:47]1[CH:52]=[CH:51][CH:50]=[CH:49][CH:48]=1)=[O:44].[C:53]1(=[O:63])[NH:57][C:56](=[O:58])[C:55]2=[CH:59][CH:60]=[CH:61][CH:62]=[C:54]12. Product: [O:58]=[C:56]1[C:55]2[C:54](=[CH:62][CH:61]=[CH:60][CH:59]=2)[C:53](=[O:63])[N:57]1[CH2:35][C@@H:36]1[C@H:41]([CH3:42])[CH2:40][CH2:39][CH2:38][N:37]1[C:43]([O:45][CH2:46][C:47]1[CH:52]=[CH:51][CH:50]=[CH:49][CH:48]=1)=[O:44]. The catalyst class is: 1. (5) Reactant: C(OC([NH:8][C:9]1([CH3:28])[CH2:13][CH2:12][CH2:11][CH:10]1[NH:14][C:15](=[O:27])[O:16][C@@H:17]1[CH2:22][C@H:21]([CH3:23])[CH2:20][CH2:19][C@H:18]1[CH:24]([CH3:26])[CH3:25])=O)(C)(C)C.[ClH:29].O1CCOCC1. Product: [ClH:29].[NH2:8][C:9]1([CH3:28])[CH2:13][CH2:12][CH2:11][CH:10]1[NH:14][C:15](=[O:27])[O:16][C@@H:17]1[CH2:22][C@H:21]([CH3:23])[CH2:20][CH2:19][C@H:18]1[CH:24]([CH3:25])[CH3:26]. The catalyst class is: 2.